From a dataset of Forward reaction prediction with 1.9M reactions from USPTO patents (1976-2016). Predict the product of the given reaction. (1) Given the reactants [NH2:1][C:2]1[CH:7]=[CH:6][CH:5]=[C:4]([Cl:8])[C:3]=1[OH:9].[Cl:10][C:11]1[CH:12]=[C:13]([N:18]=[C:19]=S)[CH:14]=[CH:15][C:16]=1[Br:17].O[Li].O.OO, predict the reaction product. The product is: [Br:17][C:16]1[CH:15]=[CH:14][C:13]([NH:18][C:19]2[O:9][C:3]3[C:4]([Cl:8])=[CH:5][CH:6]=[CH:7][C:2]=3[N:1]=2)=[CH:12][C:11]=1[Cl:10]. (2) Given the reactants S(=O)(O)[O-].[Na+].[Cl:6][C:7]1[CH:14]=[CH:13][CH:12]=[CH:11][C:8]=1[CH:9]=O.[S:15]1[C:23]2[CH2:22][CH2:21][NH:20][CH2:19][C:18]=2[CH:17]=[CH:16]1.[C-:24]#[N:25].[Na+], predict the reaction product. The product is: [Cl:6][C:7]1[CH:14]=[CH:13][CH:12]=[CH:11][C:8]=1[CH:9]([N:20]1[CH2:21][CH2:22][C:23]2[S:15][CH:16]=[CH:17][C:18]=2[CH2:19]1)[C:24]#[N:25]. (3) Given the reactants CC(C1C=CC(B2OC(C)(C)C(C)(C)O2)=CC=1)(C)C(OCC)=O.[CH2:24]([N:31]1[CH:35]=[C:34]([CH2:36][CH2:37][C:38]2[CH:43]=[CH:42][C:41]([C:44]3[CH:49]=[CH:48][C:47]([C:50]([CH3:57])([CH3:56])[C:51]([O:53]CC)=[O:52])=[CH:46][CH:45]=3)=[CH:40][CH:39]=2)[N:33]=[N:32]1)[C:25]1[CH:30]=[CH:29][CH:28]=[CH:27][CH:26]=1.O.[OH-].[Li+], predict the reaction product. The product is: [CH2:24]([N:31]1[CH:35]=[C:34]([CH2:36][CH2:37][C:38]2[CH:43]=[CH:42][C:41]([C:44]3[CH:45]=[CH:46][C:47]([C:50]([CH3:57])([CH3:56])[C:51]([OH:53])=[O:52])=[CH:48][CH:49]=3)=[CH:40][CH:39]=2)[N:33]=[N:32]1)[C:25]1[CH:30]=[CH:29][CH:28]=[CH:27][CH:26]=1. (4) The product is: [CH:1]([O:4][C:5]1[CH:24]=[CH:23][C:8]([O:9][C:10]2[S:11][C:12]([C:15]3[N:19]=[C:18]([CH:20]([NH:22][CH2:32][C:31]([O:34][CH3:35])=[O:33])[CH3:21])[O:17][N:16]=3)=[CH:13][N:14]=2)=[CH:7][CH:6]=1)([CH3:2])[CH3:3]. Given the reactants [CH:1]([O:4][C:5]1[CH:24]=[CH:23][C:8]([O:9][C:10]2[S:11][C:12]([C:15]3[N:19]=[C:18]([CH:20]([NH2:22])[CH3:21])[O:17][N:16]=3)=[CH:13][N:14]=2)=[CH:7][CH:6]=1)([CH3:3])[CH3:2].C([O-])([O-])=O.[K+].[K+].[C:31]([O:34][CH2:35]Br)(=[O:33])[CH3:32].O, predict the reaction product. (5) Given the reactants [CH3:1][O:2][C:3]([C:5]1[CH:10]=[C:9]([O:11][CH3:12])[CH:8]=[CH:7][C:6]=1[NH:13][C:14]1[N:18]([C:19]2[CH:24]=[CH:23][CH:22]=[CH:21][C:20]=2[O:25][CH2:26][CH3:27])[N:17]=[C:16]([CH3:28])[C:15]=1Br)=[O:4].Cl.[N:31]1[C:40]2[C:35](=[CH:36][C:37](OB(O)O)=[CH:38][CH:39]=2)[N:34]=[CH:33][CH:32]=1.C(=O)([O-])[O-].[Na+].[Na+], predict the reaction product. The product is: [CH3:1][O:2][C:3](=[O:4])[C:5]1[CH:10]=[C:9]([O:11][CH3:12])[CH:8]=[CH:7][C:6]=1[NH:13][C:14]1[N:18]([C:19]2[CH:24]=[CH:23][CH:22]=[CH:21][C:20]=2[O:25][CH2:26][CH3:27])[N:17]=[C:16]([CH3:28])[C:15]=1[C:38]1[CH:39]=[C:40]2[C:35](=[CH:36][CH:37]=1)[N:34]=[CH:33][CH:32]=[N:31]2. (6) Given the reactants [C:1]([C:3]1[CH:8]=[CH:7][C:6]([C:9]2[N:13]3[N:14]=[C:15]([C:18]4[CH:26]=[CH:25][C:21]([C:22](O)=[O:23])=[CH:20][CH:19]=4)[CH:16]=[CH:17][C:12]3=[N:11][CH:10]=2)=[CH:5][CH:4]=1)#[N:2].CN(C(ON1N=NC2C=CC=NC1=2)=[N+](C)C)C.F[P-](F)(F)(F)(F)F.CN1CCOCC1.[O:58]=[C:59]1[CH2:64][NH:63][CH2:62][CH2:61][NH:60]1, predict the reaction product. The product is: [O:58]=[C:59]1[NH:60][CH2:61][CH2:62][N:63]([C:22]([C:21]2[CH:20]=[CH:19][C:18]([C:15]3[CH:16]=[CH:17][C:12]4[N:13]([C:9]([C:6]5[CH:7]=[CH:8][C:3]([C:1]#[N:2])=[CH:4][CH:5]=5)=[CH:10][N:11]=4)[N:14]=3)=[CH:26][CH:25]=2)=[O:23])[CH2:64]1.